Dataset: Full USPTO retrosynthesis dataset with 1.9M reactions from patents (1976-2016). Task: Predict the reactants needed to synthesize the given product. (1) Given the product [C:10]1([CH:16]2[CH2:17][CH2:18][CH:19]([C:22]3[C:23]4=[N:28][S:6](=[O:8])(=[O:7])[CH2:5][CH2:4][N:24]4[CH:25]=[CH:26][CH:27]=3)[CH2:20][CH2:21]2)[CH:11]=[CH:12][CH:13]=[CH:14][CH:15]=1, predict the reactants needed to synthesize it. The reactants are: [H-].[Na+].Cl[CH2:4][CH2:5][S:6](Cl)(=[O:8])=[O:7].[C:10]1([CH:16]2[CH2:21][CH2:20][CH:19]([C:22]3[C:23]([NH2:28])=[N:24][CH:25]=[CH:26][CH:27]=3)[CH2:18][CH2:17]2)[CH:15]=[CH:14][CH:13]=[CH:12][CH:11]=1. (2) The reactants are: [NH2:1][C:2]1[O:6][C:5]([C:7]2[C:8]([CH:31]3[CH2:34][CH2:33][CH2:32]3)=[CH:9][C:10]([CH2:29][CH3:30])=[C:11]([CH:28]=2)[C:12]([N:14]2[CH2:19][CH2:18][CH:17]([C:20]3[CH:27]=[CH:26][C:23]([C:24]#[N:25])=[CH:22][CH:21]=3)[CH2:16][CH2:15]2)=[O:13])=[N:4][N:3]=1.[OH-:35].[K+].[CH2:37](O)[CH3:38]. Given the product [CH:31]1([C:8]2[C:7]([C:5]3[NH:1][C:2]([O:6][CH2:37][CH3:38])=[N:3][N:4]=3)=[CH:28][C:11]([C:12]([N:14]3[CH2:15][CH2:16][CH:17]([C:20]4[CH:27]=[CH:26][C:23]([C:24]([NH2:25])=[O:35])=[CH:22][CH:21]=4)[CH2:18][CH2:19]3)=[O:13])=[C:10]([CH2:29][CH3:30])[CH:9]=2)[CH2:32][CH2:33][CH2:34]1, predict the reactants needed to synthesize it. (3) Given the product [C:4]1([CH2:10][O:11][C:12]2[CH:17]=[CH:16][CH:15]=[CH:14][C:13]=2[C:18]2[S:22][C:21]([C:23]([NH:2][NH2:3])=[O:25])=[CH:20][CH:19]=2)[CH:9]=[CH:8][CH:7]=[CH:6][CH:5]=1, predict the reactants needed to synthesize it. The reactants are: O.[NH2:2][NH2:3].[C:4]1([CH2:10][O:11][C:12]2[CH:17]=[CH:16][CH:15]=[CH:14][C:13]=2[C:18]2[S:22][C:21]([C:23]([O:25]CC)=O)=[CH:20][CH:19]=2)[CH:9]=[CH:8][CH:7]=[CH:6][CH:5]=1. (4) The reactants are: O1CCN([CH2:7][CH2:8][CH2:9]S(O)(=O)=O)CC1.[Cl-].[Mg+2].[Cl-].C(N([CH2:33][C:34]([O-:36])=[O:35])[CH2:33][C:34]([O-:36])=[O:35])CN([CH2:33][C:34]([O-:36])=[O:35])[CH2:33][C:34]([O-:36])=[O:35].[Na+].[Na+].[Na+].[Na+].C1N=C(N)C2N=CN([C@@H]3O[C@H](COP(OP(OC[C@H]4O[C@@H](N5C=[C:75]([C:77](N)=O)[CH2:74][CH:73]=[CH:72]5)[C@H](O)[C@@H]4O)(O)=O)(O)=O)[C@@H](O)[C@H]3OP(O)(O)=O)C=2N=1.[CH:89]([OH:91])=O. Given the product [CH2:8]([CH2:7][CH2:89][OH:91])[CH2:9][CH2:72]/[CH:73]=[CH:74]\[CH2:75]/[CH:77]=[CH:75]\[CH2:74]/[CH:73]=[CH:72]\[CH2:72]/[CH:73]=[CH:74]\[CH2:75][CH2:77][CH2:33][C:34]([OH:36])=[O:35], predict the reactants needed to synthesize it.